From a dataset of Forward reaction prediction with 1.9M reactions from USPTO patents (1976-2016). Predict the product of the given reaction. (1) The product is: [CH:8]1[C:20]2[C:19]3[CH2:18][CH2:17][N:16]([C:21]([C:22]4[CH:27]=[CH:26][CH:25]=[CH:24][CH:23]=4)=[O:28])[CH2:15][C:14]=3[CH:13]=[N:12][C:11]=2[NH:10][N:9]=1. Given the reactants FC(F)(F)C(O)=O.[CH:8]1[C:20]2[C:19]3[CH2:18][CH2:17][NH:16][CH2:15][C:14]=3[CH:13]=[N:12][C:11]=2[NH:10][N:9]=1.[C:21](O)(=[O:28])[C:22]1[CH:27]=[CH:26][CH:25]=[CH:24][CH:23]=1.CN(C(ON1N=NC2C=CC=CC1=2)=[N+](C)C)C.F[P-](F)(F)(F)(F)F.[OH-].[Na+], predict the reaction product. (2) Given the reactants [CH3:1][Mg]Br.[O:4]1[CH2:8][CH2:7][O:6][CH:5]1[C:9]1[CH:14]=[C:13]([O:15][CH3:16])[N:12]=[CH:11][C:10]=1[O:17][CH2:18][C:19]1[C:20]([C:25](=[O:28])[CH2:26]C)=[N:21][CH:22]=[CH:23][CH:24]=1, predict the reaction product. The product is: [O:6]1[CH2:7][CH2:8][O:4][CH:5]1[C:9]1[CH:14]=[C:13]([O:15][CH3:16])[N:12]=[CH:11][C:10]=1[O:17][CH2:18][C:19]1[C:20]([C:25]([OH:28])([CH3:1])[CH3:26])=[N:21][CH:22]=[CH:23][CH:24]=1. (3) Given the reactants Cl[C:2]1[N:7]=[C:6]([CH3:8])[CH:5]=[C:4]([C:9]2[CH:14]=[CH:13][C:12]([C:15]([F:18])([F:17])[F:16])=[CH:11][CH:10]=2)[N:3]=1.[Br:19][C:20]1[N:21]=[CH:22][NH:23][CH:24]=1, predict the reaction product. The product is: [Br:19][C:20]1[N:21]=[CH:22][N:23]([C:2]2[N:7]=[C:6]([CH3:8])[CH:5]=[C:4]([C:9]3[CH:14]=[CH:13][C:12]([C:15]([F:18])([F:17])[F:16])=[CH:11][CH:10]=3)[N:3]=2)[CH:24]=1. (4) Given the reactants [C:1]([C:5]1[N:6]=[C:7]([N:22]2[CH2:27][CH2:26][O:25][CH2:24][CH2:23]2)[C:8]2[N:13]=[N:12][N:11]([CH2:14][C:15]3[CH:20]=[CH:19][CH:18]=[CH:17][C:16]=3Cl)[C:9]=2[N:10]=1)([CH3:4])([CH3:3])[CH3:2].C(N1C2N=C(C(C)(C)C)N=C(Cl)C=2N=N1)C1C=CC=CC=1.N1CC[C@@H](O)C1.C(N1C2N=C(C(C)(C)C)N=C(N3CC[C@@H](O)C3)C=2N=N1)C1C=CC=CC=1.C(C1N=C(N2CC[C@@H](O)C2)C2N=NN(CC3N(C)N=NN=3)C=2N=1)(C)(C)C.C(C1N=C(N2CC[C@@H](O)C2)C2N=NNC=2N=1)(C)(C)C.C(C1N=C(N2CCC(F)(F)C2)C2N=NN(CC)C=2N=1)(C)(C)C.ClCC1N(C)N=NN=1, predict the reaction product. The product is: [CH2:14]([N:11]1[C:9]2[N:10]=[C:5]([C:1]([CH3:4])([CH3:3])[CH3:2])[N:6]=[C:7]([N:22]3[CH2:27][CH2:26][C@@H:24]([OH:25])[CH2:23]3)[C:8]=2[N:13]=[N:12]1)[C:15]1[CH:16]=[CH:17][CH:18]=[CH:19][CH:20]=1. (5) Given the reactants [C:1]([O:5][C:6]([N:8]1[CH2:13][CH2:12][N:11]([C:14]2[CH:19]=[CH:18][C:17]([C:20]3[CH:21]=[C:22]4[C:28](I)=[CH:27][N:26]([C:30]([O:32][C:33]([CH3:36])([CH3:35])[CH3:34])=[O:31])[C:23]4=[N:24][CH:25]=3)=[CH:16][C:15]=2[NH:37][S:38]([CH3:41])(=[O:40])=[O:39])[CH2:10][CH2:9]1)=[O:7])([CH3:4])([CH3:3])[CH3:2].[F:42][C:43]1[CH:44]=[C:45]([CH:63]=[CH:64][CH:65]=1)[CH2:46][N:47]1[C:51]([CH3:52])=[C:50](B2OC(C)(C)C(C)(C)O2)[C:49]([CH3:62])=[N:48]1.C(=O)([O-])[O-].[Na+].[Na+], predict the reaction product. The product is: [C:1]([O:5][C:6]([N:8]1[CH2:13][CH2:12][N:11]([C:14]2[CH:19]=[CH:18][C:17]([C:20]3[CH:21]=[C:22]4[C:28]([C:50]5[C:49]([CH3:62])=[N:48][N:47]([CH2:46][C:45]6[CH:63]=[CH:64][CH:65]=[C:43]([F:42])[CH:44]=6)[C:51]=5[CH3:52])=[CH:27][N:26]([C:30]([O:32][C:33]([CH3:36])([CH3:35])[CH3:34])=[O:31])[C:23]4=[N:24][CH:25]=3)=[CH:16][C:15]=2[NH:37][S:38]([CH3:41])(=[O:40])=[O:39])[CH2:10][CH2:9]1)=[O:7])([CH3:4])([CH3:3])[CH3:2]. (6) Given the reactants [CH3:1][S:2]([N:5]1[CH2:9][CH2:8][C@H:7]([NH:10][C:11]2[CH:16]=[CH:15][C:14]([N+:17]([O-])=O)=[CH:13][CH:12]=2)[CH2:6]1)(=[O:4])=[O:3].[Cl-].[NH4+], predict the reaction product. The product is: [CH3:1][S:2]([N:5]1[CH2:9][CH2:8][C@H:7]([NH:10][C:11]2[CH:16]=[CH:15][C:14]([NH2:17])=[CH:13][CH:12]=2)[CH2:6]1)(=[O:4])=[O:3].